From a dataset of Catalyst prediction with 721,799 reactions and 888 catalyst types from USPTO. Predict which catalyst facilitates the given reaction. (1) Reactant: [CH2:1]([O:3][C:4]([C:6]1[C:7]([OH:16])=[CH:8][C:9](=[O:15])[N:10]2[C:14]=1[CH2:13][CH2:12][CH2:11]2)=[O:5])[CH3:2].C(N(CC)CC)C.[S:24](O[S:24]([C:27]([F:30])([F:29])[F:28])(=[O:26])=[O:25])([C:27]([F:30])([F:29])[F:28])(=[O:26])=[O:25].CCOC(C)=O. Product: [CH2:1]([O:3][C:4]([C:6]1[C:7]([O:16][S:24]([C:27]([F:30])([F:29])[F:28])(=[O:26])=[O:25])=[CH:8][C:9](=[O:15])[N:10]2[C:14]=1[CH2:13][CH2:12][CH2:11]2)=[O:5])[CH3:2]. The catalyst class is: 4. (2) Reactant: [Cl:1][C:2]1[CH:3]=[N:4][C:5]2[C:10]([CH:11]=1)=[CH:9][C:8]([CH2:12][C:13]1[CH:18]=[C:17]([C:19]([O:21]C)=[O:20])[CH:16]=[CH:15][N:14]=1)=[CH:7][C:6]=2[C:23]([O:25][CH3:26])=[O:24].O[Li].O.Cl. Product: [Cl:1][C:2]1[CH:3]=[N:4][C:5]2[C:10]([CH:11]=1)=[CH:9][C:8]([CH2:12][C:13]1[CH:18]=[C:17]([CH:16]=[CH:15][N:14]=1)[C:19]([OH:21])=[O:20])=[CH:7][C:6]=2[C:23]([O:25][CH3:26])=[O:24]. The catalyst class is: 20. (3) Reactant: [NH2:1][CH2:2][CH2:3][CH2:4][N:5]([CH3:10])[CH2:6][CH2:7][CH2:8][NH2:9].C(N(CC)CC)C.[Cl:18][C:19]1[CH:20]=[C:21]2[C:26](=[C:27]([Cl:29])[CH:28]=1)[CH2:25][N:24]([CH3:30])[CH2:23][CH:22]2[C:31]1[CH:32]=[C:33]([S:37](Cl)(=[O:39])=[O:38])[CH:34]=[CH:35][CH:36]=1. Product: [NH2:1][CH2:2][CH2:3][CH2:4][N:5]([CH3:10])[CH2:6][CH2:7][CH2:8][NH:9][S:37]([C:33]1[CH:34]=[CH:35][CH:36]=[C:31]([CH:22]2[C:21]3[C:26](=[C:27]([Cl:29])[CH:28]=[C:19]([Cl:18])[CH:20]=3)[CH2:25][N:24]([CH3:30])[CH2:23]2)[CH:32]=1)(=[O:39])=[O:38]. The catalyst class is: 2. (4) Reactant: Cl[C:2](=[N:14][OH:15])[C:3]1[CH:12]=[CH:11][C:6]([C:7]([O:9][CH3:10])=[O:8])=[C:5]([CH3:13])[CH:4]=1.[Cl:16][C:17]1[CH:22]=[C:21]([C:23]([C:25]([F:28])([F:27])[F:26])=[CH2:24])[CH:20]=[C:19]([Cl:29])[C:18]=1[Cl:30].CCN(CC)CC.CC(=O)OCC. Product: [Cl:16][C:17]1[CH:22]=[C:21]([C:23]2([C:25]([F:28])([F:27])[F:26])[O:15][N:14]=[C:2]([C:3]3[CH:12]=[CH:11][C:6]([C:7]([O:9][CH3:10])=[O:8])=[C:5]([CH3:13])[CH:4]=3)[CH2:24]2)[CH:20]=[C:19]([Cl:29])[C:18]=1[Cl:30]. The catalyst class is: 3. (5) Reactant: [C:1]([O:5][C:6]([NH:8][CH2:9][C:10]1[CH:15]=[CH:14][C:13]([N:16]2[C:22]3[CH:23]=[CH:24][CH:25]=[CH:26][C:21]=3[N:20]([CH2:27][C:28]3[CH:33]=[CH:32][C:31]([NH:34][S:35]([CH3:38])(=[O:37])=[O:36])=[CH:30][CH:29]=3)[C:19](=[O:39])[CH:18]([CH2:40][C:41](O)=[O:42])[C:17]2=[O:44])=[CH:12][CH:11]=1)=[O:7])([CH3:4])([CH3:3])[CH3:2].[F:45][C:46]1[CH:53]=[CH:52][CH:51]=[CH:50][C:47]=1[CH2:48][NH2:49].P(C#N)(OCC)(OCC)=O.C(N(CC)CC)C. Product: [F:45][C:46]1[CH:53]=[CH:52][CH:51]=[CH:50][C:47]=1[CH2:48][NH:49][C:41](=[O:42])[CH2:40][CH:18]1[C:17](=[O:44])[N:16]([C:13]2[CH:14]=[CH:15][C:10]([CH2:9][NH:8][C:6]([O:5][C:1]([CH3:4])([CH3:3])[CH3:2])=[O:7])=[CH:11][CH:12]=2)[C:22]2[CH:23]=[CH:24][CH:25]=[CH:26][C:21]=2[N:20]([CH2:27][C:28]2[CH:29]=[CH:30][C:31]([NH:34][S:35]([CH3:38])(=[O:37])=[O:36])=[CH:32][CH:33]=2)[C:19]1=[O:39]. The catalyst class is: 145.